From a dataset of TCR-epitope binding with 47,182 pairs between 192 epitopes and 23,139 TCRs. Binary Classification. Given a T-cell receptor sequence (or CDR3 region) and an epitope sequence, predict whether binding occurs between them. (1) The epitope is YLQPRTFLL. The TCR CDR3 sequence is CSARDGPGVNTGELFF. Result: 1 (the TCR binds to the epitope). (2) The epitope is WICLLQFAY. The TCR CDR3 sequence is CASSLRTSGGTDTQYF. Result: 0 (the TCR does not bind to the epitope). (3) The epitope is RILGAGCFV. The TCR CDR3 sequence is CASSFKVDTYTEAFF. Result: 0 (the TCR does not bind to the epitope). (4) The epitope is YIFFASFYY. The TCR CDR3 sequence is CASSLGTANTGELFF. Result: 1 (the TCR binds to the epitope).